This data is from Reaction yield outcomes from USPTO patents with 853,638 reactions. The task is: Predict the reaction yield, written as a fraction of the theoretical maximum amount of product (1.0 means a 100% yield; for example, 0.34 means a 34% yield). The reactants are Br[C:2]1[CH:7]=[CH:6][C:5]([C@@H:8]([N:10]2[CH2:15][CH2:14][C@:13]([CH2:22][CH2:23][CH2:24][OH:25])([C:16]3[CH:21]=[CH:20][CH:19]=[CH:18][CH:17]=3)[O:12][C:11]2=[O:26])[CH3:9])=[CH:4][CH:3]=1.[B:27]1([B:27]2[O:31][C:30]([CH3:33])([CH3:32])[C:29]([CH3:35])([CH3:34])[O:28]2)[O:31][C:30]([CH3:33])([CH3:32])[C:29]([CH3:35])([CH3:34])[O:28]1.CC([O-])=O.[K+]. The product is [OH:25][CH2:24][CH2:23][CH2:22][C@@:13]1([C:16]2[CH:21]=[CH:20][CH:19]=[CH:18][CH:17]=2)[O:12][C:11](=[O:26])[N:10]([C@H:8]([C:5]2[CH:6]=[CH:7][C:2]([B:27]3[O:31][C:30]([CH3:33])([CH3:32])[C:29]([CH3:35])([CH3:34])[O:28]3)=[CH:3][CH:4]=2)[CH3:9])[CH2:15][CH2:14]1. The yield is 0.770. The catalyst is CS(C)=O.Cl[Pd]Cl.